From a dataset of Catalyst prediction with 721,799 reactions and 888 catalyst types from USPTO. Predict which catalyst facilitates the given reaction. (1) Reactant: [C:1]([C:3]1[CH:8]=[CH:7][C:6]([C:9]([CH3:16])([CH3:15])[C:10]([O:12][CH2:13][CH3:14])=[O:11])=[CH:5][CH:4]=1)#[N:2].[ClH:17]. Product: [ClH:17].[NH2:2][CH2:1][C:3]1[CH:4]=[CH:5][C:6]([C:9]([CH3:15])([CH3:16])[C:10]([O:12][CH2:13][CH3:14])=[O:11])=[CH:7][CH:8]=1. The catalyst class is: 178. (2) Reactant: [CH2:1]([O:8][C:9]1[CH:14]=[CH:13][C:12]([NH:15][C:16]2[C:21]([NH2:22])=[C:20]([CH3:23])[CH:19]=[CH:18][N:17]=2)=[CH:11][CH:10]=1)[C:2]1[CH:7]=[CH:6][CH:5]=[CH:4][CH:3]=1.[N:24]#[C:25]Br.C1COCC1.C(=O)([O-])O.[Na+]. Product: [CH2:1]([O:8][C:9]1[CH:14]=[CH:13][C:12]([N:15]2[C:16]3=[N:17][CH:18]=[CH:19][C:20]([CH3:23])=[C:21]3[N:22]=[C:25]2[NH2:24])=[CH:11][CH:10]=1)[C:2]1[CH:7]=[CH:6][CH:5]=[CH:4][CH:3]=1. The catalyst class is: 6. (3) Reactant: [N-:1]=[N+:2]=[N-:3].[Na+].Br[C:6]1[CH:11]=[CH:10][N:9]=[C:8]([C:12]#[N:13])[C:7]=1[O:14][CH3:15]. The catalyst class is: 9. Product: [N:1]([C:6]1[CH:11]=[CH:10][N:9]=[C:8]([C:12]#[N:13])[C:7]=1[O:14][CH3:15])=[N+:2]=[N-:3]. (4) Reactant: C(OC([N:8]([OH:26])[C:9]1([CH2:18][C:19]2[CH:24]=[CH:23][CH:22]=[CH:21][C:20]=2[Cl:25])[C:14](=[O:15])[NH:13][C:12](=[O:16])[NH:11][C:10]1=[O:17])=O)(C)(C)C. Product: [OH:26][NH:8][C:9]1([CH2:18][C:19]2[CH:24]=[CH:23][CH:22]=[CH:21][C:20]=2[Cl:25])[C:14](=[O:15])[NH:13][C:12](=[O:16])[NH:11][C:10]1=[O:17]. The catalyst class is: 361. (5) Reactant: [CH3:1][N:2]1[C:10]2[C:5](=[CH:6][C:7]([C:11]3[CH:16]=[CH:15][C:14]([C:17]([F:20])([F:19])[F:18])=[CH:13][CH:12]=3)=[CH:8][CH:9]=2)[C:4]([CH2:21][C:22]#N)=[CH:3]1.[OH-:24].[K+].C[OH:27]. Product: [CH3:1][N:2]1[C:10]2[C:5](=[CH:6][C:7]([C:11]3[CH:16]=[CH:15][C:14]([C:17]([F:20])([F:19])[F:18])=[CH:13][CH:12]=3)=[CH:8][CH:9]=2)[C:4]([CH2:21][C:22]([OH:27])=[O:24])=[CH:3]1. The catalyst class is: 6. (6) Reactant: [NH2:1][C:2]1[C:7]([C:8]#[N:9])=[C:6]([C:10]2[CH:15]=[CH:14][C:13]([OH:16])=[CH:12][CH:11]=2)[C:5]([C:17]#[N:18])=[C:4]([S:19][CH2:20][CH2:21][NH2:22])[N:3]=1.[CH3:23][N:24]=[C:25]=[O:26]. Product: [NH2:1][C:2]1[N:3]=[C:4]([S:19][CH2:20][CH2:21][NH:22][C:25]([NH:24][CH3:23])=[O:26])[C:5]([C:17]#[N:18])=[C:6]([C:10]2[CH:11]=[CH:12][C:13]([OH:16])=[CH:14][CH:15]=2)[C:7]=1[C:8]#[N:9]. The catalyst class is: 3.